From a dataset of Catalyst prediction with 721,799 reactions and 888 catalyst types from USPTO. Predict which catalyst facilitates the given reaction. Reactant: C(OC([N:8]1[C@H:13]([C:14](=[O:26])[NH:15][C@@H:16]2[CH2:21][CH2:20][CH2:19][C@H:18]([C:22]([F:25])([F:24])[F:23])[CH2:17]2)[CH2:12][C@@H:11]2[C@H:9]1[CH2:10]2)=O)(C)(C)C.[ClH:27]. Product: [ClH:27].[F:25][C:22]([F:23])([F:24])[C@H:18]1[CH2:19][CH2:20][CH2:21][C@@H:16]([NH:15][C:14]([C@@H:13]2[CH2:12][C@@H:11]3[C@@H:9]([CH2:10]3)[NH:8]2)=[O:26])[CH2:17]1. The catalyst class is: 12.